From a dataset of Forward reaction prediction with 1.9M reactions from USPTO patents (1976-2016). Predict the product of the given reaction. (1) The product is: [CH3:1][CH:2]1[CH2:7][CH2:6][N:5]([C:8]([C:11]2[CH:12]=[CH:13][C:14]([O:15][C@H:16]3[C:19]([CH2:20][CH3:21])([CH2:22][CH3:23])[C:18](=[O:24])[N:17]3[C:25]([NH:27][C@@H:28]([C:32]3[CH:37]=[CH:36][C:35]([O:38][C:39]([F:40])([F:42])[F:41])=[CH:34][CH:33]=3)[CH2:29][CH2:30][CH3:31])=[O:26])=[CH:43][CH:44]=2)=[O:9])[CH2:4][CH2:3]1. Given the reactants [CH3:1][CH:2]1[CH2:7][CH2:6][NH:5][CH2:4][CH2:3]1.[C:8]([C:11]1[CH:44]=[CH:43][C:14]([O:15][C@H:16]2[C:19]([CH2:22][CH3:23])([CH2:20][CH3:21])[C:18](=[O:24])[N:17]2[C:25]([NH:27][C@@H:28]([C:32]2[CH:37]=[CH:36][C:35]([O:38][C:39]([F:42])([F:41])[F:40])=[CH:34][CH:33]=2)[CH2:29][CH2:30][CH3:31])=[O:26])=[CH:13][CH:12]=1)(O)=[O:9], predict the reaction product. (2) The product is: [CH2:36]([N:1]1[CH2:4][CH:3]([C:5]#[C:6][C:7]2[CH:16]=[C:15]3[C:10]([C:11](=[O:28])[C:12]([C:17]4[CH:22]=[CH:21][C:20]([NH:23][S:24]([CH3:27])(=[O:26])=[O:25])=[CH:19][CH:18]=4)=[CH:13][O:14]3)=[CH:9][CH:8]=2)[CH2:2]1)[CH:37]([CH3:39])[CH3:38]. Given the reactants [NH:1]1[CH2:4][CH:3]([C:5]#[C:6][C:7]2[CH:16]=[C:15]3[C:10]([C:11](=[O:28])[C:12]([C:17]4[CH:22]=[CH:21][C:20]([NH:23][S:24]([CH3:27])(=[O:26])=[O:25])=[CH:19][CH:18]=4)=[CH:13][O:14]3)=[CH:9][CH:8]=2)[CH2:2]1.FC(F)(F)C(O)=O.[CH:36](=O)[CH:37]([CH3:39])[CH3:38].C(N(CC)CC)C.C(O[BH-](OC(=O)C)OC(=O)C)(=O)C.[Na+], predict the reaction product. (3) Given the reactants [Br:1][C:2]1[CH:7]=[CH:6][C:5]([S:8](F)(=[O:10])=[O:9])=[C:4]([F:12])[CH:3]=1.C1COCC1.CN([S+](N(C)C)N(C)C)C.C[Si-](F)(F)(C)C.C[Si]([C:38]([F:41])([F:40])[F:39])(C)C, predict the reaction product. The product is: [Br:1][C:2]1[CH:7]=[CH:6][C:5]([S:8]([C:38]([F:41])([F:40])[F:39])(=[O:10])=[O:9])=[C:4]([F:12])[CH:3]=1. (4) Given the reactants [CH3:1][O:2][C:3]1[CH:15]=[C:14]([O:16][CH3:17])[CH:13]=[CH:12][C:4]=1[CH:5]=[C:6]1[CH2:10][CH2:9][CH2:8][C:7]1=[O:11].[Cl-:18].[CH3:19][N+:20](=[CH2:22])[CH3:21], predict the reaction product. The product is: [ClH:18].[CH3:1][O:2][C:3]1[CH:15]=[C:14]([O:16][CH3:17])[CH:13]=[CH:12][C:4]=1[CH:5]=[C:6]1[CH2:10][CH2:9][CH:8]([CH2:19][N:20]([CH3:22])[CH3:21])[C:7]1=[O:11]. (5) Given the reactants [F:1][C:2]1[CH:3]=[CH:4][C:5]([C:8](=O)[CH3:9])=[N:6][CH:7]=1.[Li+].C[Si]([N-][Si](C)(C)C)(C)C.[O:21]1[CH:25]=[CH:24][C:23]([C:26](Cl)=O)=[N:22]1.Cl.Cl.[F:31][C:32]1[CH:40]=[CH:39][CH:38]=[CH:37][C:33]=1[CH2:34][NH:35][NH2:36], predict the reaction product. The product is: [F:31][C:32]1[CH:40]=[CH:39][CH:38]=[CH:37][C:33]=1[CH2:34][N:35]1[C:26]([C:23]2[CH:24]=[CH:25][O:21][N:22]=2)=[CH:9][C:8]([C:5]2[CH:4]=[CH:3][C:2]([F:1])=[CH:7][N:6]=2)=[N:36]1.[F:31][C:32]1[CH:40]=[CH:39][CH:38]=[CH:37][C:33]=1[CH2:34][N:35]1[C:8]([C:5]2[CH:4]=[CH:3][C:2]([F:1])=[CH:7][N:6]=2)=[CH:9][C:26]([C:23]2[CH:24]=[CH:25][O:21][N:22]=2)=[N:36]1. (6) Given the reactants [Cl:1][C:2]1[CH:3]=[CH:4][C:5]([N+:9]([O-:11])=[O:10])=[C:6]([NH2:8])[CH:7]=1.C1C(=O)N([Br:19])C(=O)C1, predict the reaction product. The product is: [Br:19][C:3]1[C:2]([Cl:1])=[CH:7][C:6]([NH2:8])=[C:5]([N+:9]([O-:11])=[O:10])[CH:4]=1. (7) Given the reactants Cl[C:2]1[C:11]2[C:6](=[CH:7][CH:8]=[C:9]([F:12])[CH:10]=2)[N:5]=[C:4]([CH:13]([N:15]2[C:23](=[O:24])[C:22]3[C:17](=[CH:18][CH:19]=[CH:20][CH:21]=3)[C:16]2=[O:25])[CH3:14])[C:3]=1[C:26]1[CH:31]=[CH:30][CH:29]=[CH:28][CH:27]=1.C([Sn](CCCC)(CCCC)[C:37]#[N:38])CCC.C1(P(C2CCCCC2)C2C=CC=CC=2C2C(C(C)C)=CC(C(C)C)=CC=2C(C)C)CCCCC1.CCOC(C)=O, predict the reaction product. The product is: [O:25]=[C:16]1[C:17]2[C:22](=[CH:21][CH:20]=[CH:19][CH:18]=2)[C:23](=[O:24])[N:15]1[CH:13]([C:4]1[C:3]([C:26]2[CH:27]=[CH:28][CH:29]=[CH:30][CH:31]=2)=[C:2]([C:37]#[N:38])[C:11]2[C:6](=[CH:7][CH:8]=[C:9]([F:12])[CH:10]=2)[N:5]=1)[CH3:14]. (8) Given the reactants [CH3:1][NH:2][C:3]([C:5]1[C:13]2[C:8](=[CH:9][C:10]([O:14][C:15]3[CH:20]=[CH:19][N:18]=[C:17]4[CH:21]=[C:22]([C:24]([N:26]5[CH2:30][CH2:29][CH:28]([O:31]C)[CH2:27]5)=[O:25])[S:23][C:16]=34)=[CH:11][CH:12]=2)[N:7]([CH3:33])[C:6]=1[CH3:34])=[O:4].B(Br)(Br)Br, predict the reaction product. The product is: [CH3:1][NH:2][C:3]([C:5]1[C:13]2[C:8](=[CH:9][C:10]([O:14][C:15]3[CH:20]=[CH:19][N:18]=[C:17]4[CH:21]=[C:22]([C:24]([N:26]5[CH2:30][CH2:29][CH:28]([OH:31])[CH2:27]5)=[O:25])[S:23][C:16]=34)=[CH:11][CH:12]=2)[N:7]([CH3:33])[C:6]=1[CH3:34])=[O:4]. (9) Given the reactants N1C=CC=CC=1.[CH3:7][O:8][C:9](=[O:27])[C@H:10]([CH2:19][C:20]1[CH:25]=[CH:24][C:23]([OH:26])=[CH:22][CH:21]=1)[NH:11][C:12]([O:14][C:15]([CH3:18])([CH3:17])[CH3:16])=[O:13].[S:28](O[S:28]([C:31]([F:34])([F:33])[F:32])(=[O:30])=[O:29])([C:31]([F:34])([F:33])[F:32])(=[O:30])=[O:29], predict the reaction product. The product is: [CH3:7][O:8][C:9](=[O:27])[C@H:10]([CH2:19][C:20]1[CH:25]=[CH:24][C:23]([O:26][S:28]([C:31]([F:34])([F:33])[F:32])(=[O:30])=[O:29])=[CH:22][CH:21]=1)[NH:11][C:12]([O:14][C:15]([CH3:18])([CH3:16])[CH3:17])=[O:13]. (10) Given the reactants [Cl:1][C:2]1[CH:3]=[C:4]([NH:9][C:10]([N:12]2[CH2:17][CH2:16][N:15]([CH2:18][CH2:19][C:20]([OH:22])=O)[C:14](=[O:23])[C@@H:13]2[CH3:24])=[O:11])[CH:5]=[CH:6][C:7]=1[Cl:8].[NH:25]1[CH2:30][CH2:29][O:28][CH2:27][CH2:26]1, predict the reaction product. The product is: [Cl:1][C:2]1[CH:3]=[C:4]([NH:9][C:10]([N:12]2[CH2:17][CH2:16][N:15]([CH2:18][CH2:19][C:20]([N:25]3[CH2:30][CH2:29][O:28][CH2:27][CH2:26]3)=[O:22])[C:14](=[O:23])[C@@H:13]2[CH3:24])=[O:11])[CH:5]=[CH:6][C:7]=1[Cl:8].